This data is from Catalyst prediction with 721,799 reactions and 888 catalyst types from USPTO. The task is: Predict which catalyst facilitates the given reaction. The catalyst class is: 9. Product: [Br:19][C:20]1[CH:25]=[CH:24][C:23]([CH2:26][N:9]2[C:8](=[O:13])[C:7]3[C:14]([F:16])=[CH:15][C:4]([CH:1]4[CH2:3][CH2:2]4)=[CH:5][C:6]=3[O:12][CH2:11][CH2:10]2)=[C:22]([CH3:28])[CH:21]=1. Reactant: [CH:1]1([C:4]2[CH:15]=[C:14]([F:16])[C:7]3[C:8](=[O:13])[NH:9][CH2:10][CH2:11][O:12][C:6]=3[CH:5]=2)[CH2:3][CH2:2]1.[H-].[Na+].[Br:19][C:20]1[CH:25]=[CH:24][C:23]([CH2:26]Br)=[C:22]([CH3:28])[CH:21]=1.